From a dataset of Reaction yield outcomes from USPTO patents with 853,638 reactions. Predict the reaction yield, written as a fraction of the theoretical maximum amount of product (1.0 means a 100% yield; for example, 0.34 means a 34% yield). The reactants are Br.[CH3:2][O:3][C:4](=[O:23])[C:5]1[C:10]([NH:11][C:12]2[CH:17]=[CH:16][C:15]([Br:18])=[CH:14][C:13]=2[F:19])=[C:9]([F:20])[C:8]([O:21]C)=[N:7][CH:6]=1.C(O)(=O)C. The catalyst is O. The product is [CH3:2][O:3][C:4]([C:5]1[C:10]([NH:11][C:12]2[CH:17]=[CH:16][C:15]([Br:18])=[CH:14][C:13]=2[F:19])=[C:9]([F:20])[C:8](=[O:21])[NH:7][CH:6]=1)=[O:23]. The yield is 0.970.